Dataset: Full USPTO retrosynthesis dataset with 1.9M reactions from patents (1976-2016). Task: Predict the reactants needed to synthesize the given product. Given the product [CH2:1]([C:5]1[N:9]([CH2:10][C:11]2[CH:16]=[CH:15][C:14]([C:17]3[CH:22]=[CH:21][CH:20]=[CH:19][C:18]=3[C:23]3[NH:27][N:26]=[N:25][N:24]=3)=[CH:13][CH:12]=2)[N:8]=[C:7]([CH:28]=[O:29])[N:6]=1)[CH2:2][CH2:3][CH3:4], predict the reactants needed to synthesize it. The reactants are: [CH2:1]([C:5]1[N:9]([CH2:10][C:11]2[CH:16]=[CH:15][C:14]([C:17]3[CH:22]=[CH:21][CH:20]=[CH:19][C:18]=3[C:23]3[NH:27][N:26]=[N:25][N:24]=3)=[CH:13][CH:12]=2)[N:8]=[C:7]([CH:28](OC)[O:29]C)[N:6]=1)[CH2:2][CH2:3][CH3:4].